From a dataset of Reaction yield outcomes from USPTO patents with 853,638 reactions. Predict the reaction yield, written as a fraction of the theoretical maximum amount of product (1.0 means a 100% yield; for example, 0.34 means a 34% yield). (1) The reactants are [F:1][C:2]1[CH:3]=[C:4]2[C:9](=[CH:10][CH:11]=1)[CH:8]=[C:7]([C:12]1[CH2:17][CH2:16][NH:15][CH2:14][CH:13]=1)[CH:6]=[CH:5]2. The catalyst is C(O)C.[Pt]=O. The product is [F:1][C:2]1[CH:3]=[C:4]2[C:9](=[CH:10][CH:11]=1)[CH:8]=[C:7]([CH:12]1[CH2:13][CH2:14][NH:15][CH2:16][CH2:17]1)[CH:6]=[CH:5]2. The yield is 0.820. (2) The catalyst is C(O)(C(F)(F)F)=O.C(Cl)Cl. The yield is 0.175. The product is [F:1][C:2]1[CH:7]=[C:6]([C:8]2[CH:9]=[C:10]3[C:16]([C:17]4[C:18]([CH3:30])=[N:19][N:20]([CH2:22][C:23]5[CH:28]=[CH:27][CH:26]=[C:25]([F:29])[CH:24]=5)[CH:21]=4)=[CH:15][NH:14][C:11]3=[N:12][CH:13]=2)[CH:5]=[CH:4][C:3]=1[CH:31]1[CH2:36][CH2:35][NH:34][CH2:33][CH2:32]1. The reactants are [F:1][C:2]1[CH:7]=[C:6]([C:8]2[CH:9]=[C:10]3[C:16]([C:17]4[C:18]([CH3:30])=[N:19][N:20]([CH2:22][C:23]5[CH:28]=[CH:27][CH:26]=[C:25]([F:29])[CH:24]=5)[CH:21]=4)=[CH:15][NH:14][C:11]3=[N:12][CH:13]=2)[CH:5]=[CH:4][C:3]=1[CH:31]1[CH2:36][CH2:35][N:34](C(OC(C)(C)C)=O)[CH2:33][CH2:32]1.